Dataset: Reaction yield outcomes from USPTO patents with 853,638 reactions. Task: Predict the reaction yield, written as a fraction of the theoretical maximum amount of product (1.0 means a 100% yield; for example, 0.34 means a 34% yield). (1) The reactants are [OH:1][C@H:2]([CH2:6][C:7]1[CH:12]=[CH:11][CH:10]=[CH:9][CH:8]=1)[C:3]([OH:5])=[O:4].S(=O)(=O)(O)O.[CH3:18]O. The catalyst is C(OCC)C. The product is [CH3:18][O:4][C:3](=[O:5])[C@H:2]([OH:1])[CH2:6][C:7]1[CH:12]=[CH:11][CH:10]=[CH:9][CH:8]=1. The yield is 0.850. (2) The reactants are [N:1]([O-])=O.[Na+].[CH3:5][O:6][CH2:7][C:8]1[O:12][N:11]=[C:10]([C:13]([NH:15][NH2:16])=[O:14])[CH:9]=1. The product is [CH3:5][O:6][CH2:7][C:8]1[O:12][N:11]=[C:10]([C:13]([N:15]=[N+:16]=[N-:1])=[O:14])[CH:9]=1. The yield is 0.960. The catalyst is Cl.O. (3) The reactants are [CH2:1]([C:3]1[CH:12]=[CH:11][CH:10]=[C:9]2[C:4]=1[CH2:5][CH2:6][C:7]([NH2:16])([C:13]([OH:15])=[O:14])[CH2:8]2)[CH3:2].C(N(CC)CC)C.[C:24](=O)([O:40]N1C(=O)CCC1=O)[O:25][CH2:26][CH:27]1[C:39]2[CH:38]=[CH:37][CH:36]=[CH:35][C:34]=2[C:33]2[C:28]1=[CH:29][CH:30]=[CH:31][CH:32]=2. The catalyst is C(#N)C.O. The product is [C:24]([CH:8]1[C:9]2[C:4](=[C:3]([CH2:1][CH3:2])[CH:12]=[CH:11][CH:10]=2)[CH2:5][CH2:6][C:7]1([NH2:16])[C:13]([OH:15])=[O:14])([O:25][CH2:26][CH:27]1[C:28]2[C:33](=[CH:32][CH:31]=[CH:30][CH:29]=2)[C:34]2[C:39]1=[CH:38][CH:37]=[CH:36][CH:35]=2)=[O:40]. The yield is 0.210.